From a dataset of Forward reaction prediction with 1.9M reactions from USPTO patents (1976-2016). Predict the product of the given reaction. (1) Given the reactants [Br:1][C:2]1[CH:7]=[CH:6][C:5]([CH3:8])=[C:4]([Cl:9])[CH:3]=1.[Br:10]N1C(=O)CCC1=O, predict the reaction product. The product is: [Br:1][C:2]1[CH:7]=[CH:6][C:5]([CH2:8][Br:10])=[C:4]([Cl:9])[CH:3]=1. (2) Given the reactants [N:1]([C@@H:4]1[CH2:13][C:12]2[C:7](=[CH:8][CH:9]=[CH:10][CH:11]=2)[N:6]([C:14]([O:16][CH3:17])=[O:15])[CH2:5]1)=[N+:2]=[N-:3].C(O[Na])(C)=O.[Br:23]Br, predict the reaction product. The product is: [N:1]([C@@H:4]1[CH2:13][C:12]2[C:7](=[CH:8][CH:9]=[C:10]([Br:23])[CH:11]=2)[N:6]([C:14]([O:16][CH3:17])=[O:15])[CH2:5]1)=[N+:2]=[N-:3]. (3) Given the reactants [CH2:1]([O:8][C:9]1[CH:10]=[C:11]([CH:44]=[CH:45][CH:46]=1)[CH2:12][C@@H:13]1[C@@H:17]([CH2:18][CH2:19][C@@H:20]([O:26][Si:27]([C:30]([CH3:33])([CH3:32])[CH3:31])([CH3:29])[CH3:28])[CH2:21][CH2:22][CH2:23][CH2:24][CH3:25])[C@H:16]([O:34][Si:35]([C:38]([CH3:41])([CH3:40])[CH3:39])([CH3:37])[CH3:36])[CH2:15][C@@H:14]1[CH2:42][OH:43])[C:2]1[CH:7]=[CH:6][CH:5]=[CH:4][CH:3]=1.C(N(CC)CC)C.[C:54]1([CH3:64])[CH:59]=[CH:58][C:57]([S:60](Cl)(=[O:62])=[O:61])=[CH:56][CH:55]=1.C([O-])(O)=O.[Na+], predict the reaction product. The product is: [CH3:64][C:54]1[CH:59]=[CH:58][C:57]([S:60]([O:43][CH2:42][C@H:14]2[CH2:15][C@@H:16]([O:34][Si:35]([C:38]([CH3:41])([CH3:40])[CH3:39])([CH3:37])[CH3:36])[C@H:17]([CH2:18][CH2:19][C@@H:20]([O:26][Si:27]([C:30]([CH3:31])([CH3:32])[CH3:33])([CH3:28])[CH3:29])[CH2:21][CH2:22][CH2:23][CH2:24][CH3:25])[C@H:13]2[CH2:12][C:11]2[CH:44]=[CH:45][CH:46]=[C:9]([O:8][CH2:1][C:2]3[CH:7]=[CH:6][CH:5]=[CH:4][CH:3]=3)[CH:10]=2)(=[O:62])=[O:61])=[CH:56][CH:55]=1. (4) Given the reactants [OH:1][C:2]1[C:15]2[C:14](=[O:16])[C:13]3[C:8](=[CH:9][CH:10]=[CH:11][C:12]=3[OH:17])[C:7](=[O:18])[C:6]=2[CH:5]=[C:4]([C:19]([OH:21])=[O:20])[CH:3]=1.[CH2:22]([O:29][CH2:30][C:31](Cl)=[O:32])[C:23]1[CH:28]=[CH:27][CH:26]=[CH:25][CH:24]=1.[C:34]([O:37][CH2:38][CH3:39])(=O)[CH3:35].ClCCl.[OH2:43], predict the reaction product. The product is: [CH2:22]([O:29][CH2:30][C:31]([O:1][C:2]1[C:15]2[C:14](=[O:16])[C:13]3[C:8](=[CH:9][CH:10]=[CH:11][C:12]=3[O:17][C:35](=[O:43])[CH2:34][O:37][CH2:38][C:39]3[CH:6]=[CH:15][CH:2]=[CH:3][CH:4]=3)[C:7](=[O:18])[C:6]=2[CH:5]=[C:4]([C:19]([OH:21])=[O:20])[CH:3]=1)=[O:32])[C:23]1[CH:28]=[CH:27][CH:26]=[CH:25][CH:24]=1. (5) Given the reactants [F:1][C:2]([F:19])([F:18])[C:3]1[CH:8]=[CH:7][C:6]([S:9]([N:12]2[CH2:17][CH2:16][NH:15][CH2:14][CH2:13]2)(=[O:11])=[O:10])=[CH:5][CH:4]=1.C1C=CC2N(O)N=NC=2C=1.O.CN(C(ON1N=NC2C=CC=CC1=2)=[N+](C)C)C.F[P-](F)(F)(F)(F)F.[N:55]1[CH:60]=[CH:59][CH:58]=[C:57]([C:61](O)=[O:62])[CH:56]=1.CCN(C(C)C)C(C)C, predict the reaction product. The product is: [N:55]1[CH:60]=[CH:59][CH:58]=[C:57]([C:61]([N:15]2[CH2:16][CH2:17][N:12]([S:9]([C:6]3[CH:5]=[CH:4][C:3]([C:2]([F:1])([F:18])[F:19])=[CH:8][CH:7]=3)(=[O:10])=[O:11])[CH2:13][CH2:14]2)=[O:62])[CH:56]=1. (6) Given the reactants [CH3:1][N:2]([CH:10]1[CH2:15][CH2:14][CH2:13][CH2:12][O:11]1)[C:3]1[S:4][C:5]([CH2:8][OH:9])=[CH:6][N:7]=1, predict the reaction product. The product is: [CH3:1][N:2]([CH:10]1[CH2:15][CH2:14][CH2:13][CH2:12][O:11]1)[C:3]1[S:4][C:5]([CH:8]=[O:9])=[CH:6][N:7]=1. (7) Given the reactants [CH3:1][O:2][C:3]1[N:4]=[C:5]2[C:10](=[CH:11][CH:12]=1)[N:9]=[CH:8][CH:7]=[C:6]2O.P(Br)(Br)[Br:15].O.C([O-])([O-])=O.[Na+].[Na+], predict the reaction product. The product is: [Br:15][C:6]1[CH:7]=[CH:8][N:9]=[C:10]2[C:5]=1[N:4]=[C:3]([O:2][CH3:1])[CH:12]=[CH:11]2.